From a dataset of Reaction yield outcomes from USPTO patents with 853,638 reactions. Predict the reaction yield, written as a fraction of the theoretical maximum amount of product (1.0 means a 100% yield; for example, 0.34 means a 34% yield). (1) The reactants are [Br:1][C:2]1[CH:7]=[CH:6][C:5]([NH:8][CH:9]2[CH2:15][CH:14]3[N:16]([CH3:17])[CH:11]([CH2:12][CH2:13]3)[CH2:10]2)=[C:4]([CH2:18][CH:19](OC)OC)[CH:3]=1. The catalyst is Cl.CO. The product is [Br:1][C:2]1[CH:3]=[C:4]2[C:5](=[CH:6][CH:7]=1)[N:8]([CH:9]1[CH2:15][CH:14]3[N:16]([CH3:17])[CH:11]([CH2:12][CH2:13]3)[CH2:10]1)[CH:19]=[CH:18]2. The yield is 1.00. (2) The reactants are [F:1][C:2]1[CH:3]=[C:4]2[C:8](=[CH:9][CH:10]=1)[NH:7][C:6](=[O:11])[C:5]2=[C:12]1[C:20]2[C:15](=[N:16][C:17]([CH:21]=[CH:22][O:23][CH3:24])=[CH:18][CH:19]=2)[CH2:14][O:13]1. The catalyst is CO.[Pd]. The product is [F:1][C:2]1[CH:3]=[C:4]2[C:8](=[CH:9][CH:10]=1)[NH:7][C:6](=[O:11])[C:5]2=[C:12]1[C:20]2[C:15](=[N:16][C:17]([CH2:21][CH2:22][O:23][CH3:24])=[CH:18][CH:19]=2)[CH2:14][O:13]1. The yield is 0.180. (3) The reactants are [NH:1]1[C@H:14]2[C@H:5]([CH2:6][CH2:7][C:8]3[C:13]2=[N:12][CH:11]=[CH:10][CH:9]=3)[CH2:4][CH2:3][CH2:2]1.Cl[CH2:16][C:17]1[N:21]([CH2:22][C@H:23]2[CH2:28][CH2:27][CH2:26][N:25]([C:29]([O:31][C:32]([CH3:35])([CH3:34])[CH3:33])=[O:30])[CH2:24]2)[C:20]2[CH:36]=[CH:37][CH:38]=[CH:39][C:19]=2[N:18]=1.C(=O)([O-])[O-].[K+].[K+].[I-].[K+]. The catalyst is C(#N)C.[Cl-].[Na+].O. The product is [N:12]1([CH2:16][C:17]2[N:21]([CH2:22][C@H:23]3[CH2:28][CH2:27][CH2:26][N:25]([C:29]([O:31][C:32]([CH3:35])([CH3:33])[CH3:34])=[O:30])[CH2:24]3)[C:20]3[CH:36]=[CH:37][CH:38]=[CH:39][C:19]=3[N:18]=2)[C@H:13]2[C@H:8]([CH2:7][CH2:6][C:5]3[C:14]2=[N:1][CH:2]=[CH:3][CH:4]=3)[CH2:9][CH2:10][CH2:11]1. The yield is 0.300. (4) The reactants are [NH2:1][C:2]1[CH:3]=[N:4][CH:5]=[CH:6][C:7]=1N.[Cl:9][CH2:10][C:11]#[N:12]. No catalyst specified. The product is [Cl:9][CH2:10][C:11]1[NH:12][C:3]2=[N:4][CH:5]=[CH:6][CH:7]=[C:2]2[N:1]=1. The yield is 0.610.